Task: Predict the product of the given reaction.. Dataset: Forward reaction prediction with 1.9M reactions from USPTO patents (1976-2016) (1) Given the reactants [Cl:1][C:2]1[CH:10]=[CH:9][C:5]([C:6](O)=[O:7])=[CH:4][N:3]=1.C[N:12]([CH3:15])C=O.C(Cl)(=O)[C:17](Cl)=[O:18], predict the reaction product. The product is: [Cl:1][C:2]1[CH:10]=[CH:9][C:5]([C:6]([N:12]([O:18][CH3:17])[CH3:15])=[O:7])=[CH:4][N:3]=1. (2) Given the reactants [C:1]([O:5][C:6](=[O:19])[NH:7][C:8]1[CH:13]=[C:12](Cl)[C:11]([Cl:15])=[CH:10][C:9]=1[N+:16]([O-:18])=[O:17])([CH3:4])([CH3:3])[CH3:2].[C:20](=O)([O-])[O-].[K+].[K+].CB1OB(C)OB(C)O1, predict the reaction product. The product is: [C:1]([O:5][C:6](=[O:19])[NH:7][C:8]1[CH:13]=[C:12]([CH3:20])[C:11]([Cl:15])=[CH:10][C:9]=1[N+:16]([O-:18])=[O:17])([CH3:4])([CH3:3])[CH3:2]. (3) The product is: [CH:1]1[C:10]2[C:5](=[CH:6][C:7]([C:11]3[CH:15]=[C:14]([NH:16][C:27](=[O:32])[O:28][CH2:29][CH:30]=[CH2:31])[O:13][N:12]=3)=[CH:8][CH:9]=2)[CH:4]=[CH:3][N:2]=1. Given the reactants [CH:1]1[C:10]2[C:5](=[CH:6][C:7]([C:11]3[CH:15]=[C:14]([NH2:16])[O:13][N:12]=3)=[CH:8][CH:9]=2)[CH:4]=[CH:3][N:2]=1.[Li+].C[Si]([N-][Si](C)(C)C)(C)C.[C:27](O[C:27]([O:28][CH2:29][CH:30]=[CH2:31])=[O:32])(=[O:32])[O:28][CH2:29][CH:30]=[CH2:31], predict the reaction product. (4) Given the reactants Br[CH2:2][CH2:3][S:4]([C:7]1[CH:14]=[CH:13][C:10]([C:11]#[N:12])=[CH:9][CH:8]=1)(=[O:6])=[O:5].[CH3:15][C:16]1[N:17]=[CH:18][NH:19][CH:20]=1, predict the reaction product. The product is: [CH3:15][C:16]1[N:17]=[CH:18][N:19]([CH2:2][CH2:3][S:4]([C:7]2[CH:14]=[CH:13][C:10]([C:11]#[N:12])=[CH:9][CH:8]=2)(=[O:6])=[O:5])[CH:20]=1. (5) Given the reactants COC(=O)[O-].[CH3:6][NH+:7]1[CH2:11][CH:10]([CH3:12])[N:9]([CH3:13])[CH:8]1[CH3:14].[CH3:15][C:16]1[CH:17]=[C:18]([C:25]([OH:27])=[O:26])[C:19](=[CH:23][CH:24]=1)[C:20]([OH:22])=[O:21].C(=O)=O, predict the reaction product. The product is: [CH3:15][C:16]1[CH:17]=[C:18]([C:25]([O-:27])=[O:26])[C:19](=[CH:23][CH:24]=1)[C:20]([O-:22])=[O:21].[CH3:6][NH+:7]1[CH2:11][CH:10]([CH3:12])[N:9]([CH3:13])[CH:8]1[CH3:14].[CH3:6][NH+:7]1[CH2:11][CH:10]([CH3:12])[N:9]([CH3:13])[CH:8]1[CH3:14]. (6) The product is: [Cl:8][C:4]1[CH:5]=[CH:6][CH:7]=[C:2]([Cl:1])[C:3]=1[N:9]=[C:10]1[NH:14][C:13](=[O:15])[C:12](=[CH:26][C:24]2[CH:23]=[CH:22][C:20]3[N:21]=[C:17]([CH3:16])[O:18][C:19]=3[CH:25]=2)[S:11]1. Given the reactants [Cl:1][C:2]1[CH:7]=[CH:6][CH:5]=[C:4]([Cl:8])[C:3]=1[N:9]=[C:10]1[NH:14][C:13](=[O:15])[CH2:12][S:11]1.[CH3:16][C:17]1[O:18][C:19]2[CH:25]=[C:24]([CH:26]=O)[CH:23]=[CH:22][C:20]=2[N:21]=1.C([O-])(=O)C.[Na+].O, predict the reaction product.